Predict the reaction yield, written as a fraction of the theoretical maximum amount of product (1.0 means a 100% yield; for example, 0.34 means a 34% yield). From a dataset of Reaction yield outcomes from USPTO patents with 853,638 reactions. (1) The reactants are Br[C:2]1[CH:20]=[CH:19][C:5]([CH2:6][CH:7]2[CH2:11][CH2:10][N:9]([CH:12]3[CH2:17][CH2:16][CH2:15][CH2:14][CH2:13]3)[C:8]2=[O:18])=[C:4]([Cl:21])[CH:3]=1.[Br-].[CH:23]1([Zn+])[CH2:28][CH2:27][CH2:26][CH2:25][CH2:24]1.O. The catalyst is C1COCC1.CN1C(=O)CCC1.C1C=CC(P(C2C=CC=CC=2)[C-]2C=CC=C2)=CC=1.C1C=CC(P(C2C=CC=CC=2)[C-]2C=CC=C2)=CC=1.Cl[Pd]Cl.[Fe+2]. The product is [Cl:21][C:4]1[CH:3]=[C:2]([CH:23]2[CH2:28][CH2:27][CH2:26][CH2:25][CH2:24]2)[CH:20]=[CH:19][C:5]=1[CH2:6][CH:7]1[CH2:11][CH2:10][N:9]([CH:12]2[CH2:17][CH2:16][CH2:15][CH2:14][CH2:13]2)[C:8]1=[O:18]. The yield is 0.830. (2) The reactants are [Cl:1][C:2]1[C:7]([Cl:8])=[CH:6][C:5]([NH:9][CH2:10][C:11]([OH:13])=O)=[C:4]([OH:14])[CH:3]=1.[NH:15]1[CH2:20][CH2:19][CH:18]([CH2:21][CH2:22][NH:23][C:24](=[O:27])[CH:25]=[CH2:26])[CH2:17][CH2:16]1.C1C=CC2N(O)N=NC=2C=1.CCN=C=NCCCN(C)C.Cl.CCN(CC)CC. The catalyst is CN(C=O)C. The product is [Cl:1][C:2]1[C:7]([Cl:8])=[CH:6][C:5]([NH:9][CH2:10][C:11]([N:15]2[CH2:20][CH2:19][CH:18]([CH2:21][CH2:22][NH:23][C:24](=[O:27])[CH:25]=[CH2:26])[CH2:17][CH2:16]2)=[O:13])=[C:4]([OH:14])[CH:3]=1. The yield is 0.290. (3) The reactants are [C:1]([NH:8][C@@H:9]([C:14]([OH:16])=O)[C:10]([CH3:13])([CH3:12])[CH3:11])([O:3][C:4]([CH3:7])([CH3:6])[CH3:5])=[O:2].ClC(OCC)=O.CCN(CC)CC.[F:30][C:31]1[CH:40]=[CH:39][C:38]([F:41])=[CH:37][C:32]=1[C:33](=[NH:36])[NH:34][NH2:35]. The catalyst is C1COCC1. The product is [F:30][C:31]1[CH:40]=[CH:39][C:38]([F:41])=[CH:37][C:32]=1[C:33](=[NH:36])[NH:34][NH:35][C:14](=[O:16])[C@H:9]([NH:8][C:1](=[O:2])[O:3][C:4]([CH3:5])([CH3:6])[CH3:7])[C:10]([CH3:11])([CH3:12])[CH3:13]. The yield is 0.670.